This data is from Full USPTO retrosynthesis dataset with 1.9M reactions from patents (1976-2016). The task is: Predict the reactants needed to synthesize the given product. (1) The reactants are: O=C(Cl)[O:3][C:4](Cl)(Cl)Cl.[N+:9]([C:12]1[CH:13]=[C:14]([CH:16]=[CH:17][C:18]=1[CH:19]([CH3:21])[CH3:20])[NH2:15])([O-:11])=[O:10].C[O:23][C:24](=O)[C:25]([CH3:35])([NH:27][CH2:28][C:29]1[CH:34]=[CH:33][N:32]=[CH:31][CH:30]=1)[CH3:26]. Given the product [CH:19]([C:18]1[CH:17]=[CH:16][C:14]([N:15]2[C:24](=[O:23])[C:25]([CH3:35])([CH3:26])[N:27]([CH2:28][C:29]3[CH:30]=[CH:31][N:32]=[CH:33][CH:34]=3)[C:4]2=[O:3])=[CH:13][C:12]=1[N+:9]([O-:11])=[O:10])([CH3:21])[CH3:20], predict the reactants needed to synthesize it. (2) Given the product [C:1]([CH:5]1[CH2:14][CH2:13][C:12]2[N:11]=[C:10]3[S:15][C:16]([S:26]([CH3:29])(=[O:28])=[O:27])=[CH:17][C:9]3=[CH:8][C:7]=2[CH2:6]1)([CH3:4])([CH3:2])[CH3:3], predict the reactants needed to synthesize it. The reactants are: [C:1]([CH:5]1[CH2:14][CH2:13][C:12]2[N:11]=[C:10]3[S:15][C:16]([S:26]([CH3:29])(=[O:28])=[O:27])=[C:17](OS(C(F)(F)F)(=O)=O)[C:9]3=[CH:8][C:7]=2[CH2:6]1)([CH3:4])([CH3:3])[CH3:2].[Li+].[Cl-].CCCC[SnH](CCCC)CCCC. (3) Given the product [Cl:1][C:2]1[CH:22]=[CH:21][C:5]([O:6][CH2:7][CH2:8][NH:9][C:10]([CH2:11][CH2:12][C:13]2[CH:18]=[CH:17][CH:16]=[CH:15][C:14]=2[O:19][C:30]([CH3:39])([CH3:38])[C:31]([O:33][C:34]([CH3:37])([CH3:36])[CH3:35])=[O:32])=[O:20])=[CH:4][CH:3]=1, predict the reactants needed to synthesize it. The reactants are: [Cl:1][C:2]1[CH:22]=[CH:21][C:5]([O:6][CH2:7][CH2:8][NH:9][C:10](=[O:20])[CH2:11][CH2:12][C:13]2[CH:18]=[CH:17][CH:16]=[CH:15][C:14]=2[OH:19])=[CH:4][CH:3]=1.C(=O)([O-])[O-].[K+].[K+].Br[C:30]([CH3:39])([CH3:38])[C:31]([O:33][C:34]([CH3:37])([CH3:36])[CH3:35])=[O:32].O. (4) The reactants are: [Br:1][C:2]1[CH:3]=[CH:4][C:5]2[O:9][C:8]([CH:10]3[CH2:15][CH2:14][NH:13][CH2:12][CH2:11]3)=[N:7][C:6]=2[CH:16]=1.C(Cl)Cl.C(Cl)Cl.[OH2:23]. Given the product [Br:1][C:2]1[CH:3]=[CH:4][C:5]2[O:9][C:8]([CH:10]3[CH2:11][CH2:12][N:13]([C:8]([O:9][CH:5]([CH3:6])[CH3:4])=[O:23])[CH2:14][CH2:15]3)=[N:7][C:6]=2[CH:16]=1, predict the reactants needed to synthesize it. (5) Given the product [NH:1]([C:8]1[N:13]=[C:12]([C:14]([O:16][CH2:17][CH2:18][CH2:19][CH3:20])=[O:15])[CH:11]=[C:10]([Cl:24])[N:9]=1)[C:2]1[CH:7]=[CH:6][CH:5]=[CH:4][CH:3]=1, predict the reactants needed to synthesize it. The reactants are: [NH:1]([C:8]1[NH:9][C:10](=O)[CH:11]=[C:12]([C:14]([O:16][CH2:17][CH2:18][CH2:19][CH3:20])=[O:15])[N:13]=1)[C:2]1[CH:7]=[CH:6][CH:5]=[CH:4][CH:3]=1.S(Cl)([Cl:24])=O.